From a dataset of Catalyst prediction with 721,799 reactions and 888 catalyst types from USPTO. Predict which catalyst facilitates the given reaction. (1) Product: [OH:1][C@@H:2]([C:15]([CH3:16])([CH3:17])[CH3:18])[CH2:3][C:19]#[N:20]. Reactant: [OH:1][C@@H:2]([C:15]([CH3:18])([CH3:17])[CH3:16])[CH2:3]OS(C1C=CC(C)=CC=1)(=O)=O.[C-:19]#[N:20].[Na+]. The catalyst class is: 16. (2) The catalyst class is: 39. Product: [CH2:37]([O:36][C:34](=[O:35])[CH2:33][C:30]1([CH2:29][CH2:28][C:12]([CH2:11][C:10]2[CH:9]=[CH:8][C:7]([C:5]([O:4][CH3:3])=[O:6])=[CH:26][CH:25]=2)([C:19]([O:21][CH2:22][CH:23]=[CH2:24])=[O:20])[C:13]([O:15][CH2:16][CH:17]=[CH2:18])=[O:14])[CH2:31][CH2:32]1)[CH3:38]. Reactant: [H-].[Na+].[CH3:3][O:4][C:5]([C:7]1[CH:26]=[CH:25][C:10]([CH2:11][CH:12]([C:19]([O:21][CH2:22][CH:23]=[CH2:24])=[O:20])[C:13]([O:15][CH2:16][CH:17]=[CH2:18])=[O:14])=[CH:9][CH:8]=1)=[O:6].Br[CH2:28][CH2:29][C:30]1([CH2:33][C:34]([O:36][CH2:37][CH3:38])=[O:35])[CH2:32][CH2:31]1.O. (3) Product: [OH:44][CH2:43][C:40]1([C:37]2[CH:38]=[CH:39][C:34]([C:29]3[N:28]=[C:27]4[CH:26]=[C:25]([CH2:24][CH:23]5[C@H:19]6[O:18][CH2:17][C@@H:16]([OH:15])[C@H:20]6[O:21][CH2:22]5)[NH:33][C:32]4=[CH:31][CH:30]=3)=[CH:35][CH:36]=2)[CH2:41][CH2:42]1. Reactant: Cl.CCOC(C)=O.[Si]([O:15][C@H:16]1[C@H:20]2[O:21][CH2:22][CH:23]([CH2:24][C:25]3[NH:33][C:32]4[C:27](=[N:28][C:29]([C:34]5[CH:39]=[CH:38][C:37]([C:40]6([CH2:43][OH:44])[CH2:42][CH2:41]6)=[CH:36][CH:35]=5)=[CH:30][CH:31]=4)[CH:26]=3)[C@H:19]2[O:18][CH2:17]1)(C(C)(C)C)(C)C. The catalyst class is: 25. (4) Reactant: [Cl:1][C:2]1[N:7]=[C:6]([Cl:8])[C:5]([C:9](Cl)=[O:10])=[CH:4][N:3]=1.[F:12][C:13]([F:17])([F:16])[CH2:14][NH2:15].C(N(CC)CC)C. Product: [F:12][C:13]([F:17])([F:16])[CH2:14][NH:15][C:9]([C:5]1[C:6]([Cl:8])=[N:7][C:2]([Cl:1])=[N:3][CH:4]=1)=[O:10]. The catalyst class is: 2. (5) Reactant: [NH2:1][C:2]1[C:7]2[O:8][CH2:9][O:10][C:6]=2[C:5]([C:11]([OH:13])=O)=[CH:4][C:3]=1[Cl:14].C([N:17]1[CH:21]=[CH:20][N:19]=[CH:18]1)([N:17]1[CH:21]=[CH:20][N:19]=[CH:18]1)=O. Product: [NH2:1][C:2]1[C:7]2[O:8][CH2:9][O:10][C:6]=2[C:5]([C:11]([N:17]2[CH:21]=[CH:20][N:19]=[CH:18]2)=[O:13])=[CH:4][C:3]=1[Cl:14]. The catalyst class is: 10.